From a dataset of Catalyst prediction with 721,799 reactions and 888 catalyst types from USPTO. Predict which catalyst facilitates the given reaction. (1) Reactant: [Cl:1][C:2]1[C:3]([O:12][C:13]2[CH:18]=[C:17]([O:19][CH:20]([CH3:22])[CH3:21])[CH:16]=[CH:15][C:14]=2[CH2:23][CH2:24][CH2:25][OH:26])=[N:4][CH:5]=[C:6]([C:8]([F:11])([F:10])[F:9])[CH:7]=1.Cl[S:28]([N:31]=[C:32]=[O:33])(=[O:30])=[O:29].[CH3:34][O:35][CH2:36][CH2:37][CH2:38][NH2:39].Cl. Product: [CH3:34][O:35][CH2:36][CH2:37][CH2:38][NH:39][S:28]([NH:31][C:32](=[O:33])[O:26][CH2:25][CH2:24][CH2:23][C:14]1[CH:15]=[CH:16][C:17]([O:19][CH:20]([CH3:21])[CH3:22])=[CH:18][C:13]=1[O:12][C:3]1[C:2]([Cl:1])=[CH:7][C:6]([C:8]([F:11])([F:10])[F:9])=[CH:5][N:4]=1)(=[O:30])=[O:29]. The catalyst class is: 852. (2) Reactant: [CH3:1][O:2][C:3]1[CH:4]=[C:5]([C:11](=NNS(C2C=CC(C)=CC=2)(=O)=O)[CH2:12][C:13]2[CH:18]=CC3OCOC=3[CH:14]=2)[CH:6]=[C:7]([O:9][CH3:10])[CH:8]=1.C[C:35]([CH3:38])([O-:37])[CH3:36].[K+].[C:40]1(C)[CH:45]=CC=C[CH:41]=1. Product: [CH3:10][O:9][C:7]1[CH:6]=[C:5](/[CH:11]=[CH:12]/[C:13]2[CH:18]=[CH:38][C:35]([O:37][CH:40]([CH3:45])[CH3:41])=[CH:36][CH:14]=2)[CH:4]=[C:3]([O:2][CH3:1])[CH:8]=1. The catalyst class is: 6. (3) Reactant: [N+:1]([C:4]1[CH:9]=[CH:8][C:7](/[CH:10]=[CH:11]/[C:12]2[N:17]=[C:16]([NH2:18])[N:15]=[C:14]([NH:19][C:20]3[CH:25]=[CH:24][C:23]([O:26][C:27]4[CH:32]=[CH:31][N:30]=[C:29]([C:33]([F:36])([F:35])[F:34])[CH:28]=4)=[CH:22][CH:21]=3)[CH:13]=2)=[CH:6][CH:5]=1)([O-])=O.[OH2:37].[OH2:38].Cl[Sn]Cl. Product: [F:34][C:33]([F:36])([F:35])[C:29]([OH:38])=[O:37].[NH2:1][C:4]1[CH:9]=[CH:8][C:7](/[CH:10]=[CH:11]\[C:12]2[N:17]=[C:16]([NH2:18])[N:15]=[C:14]([NH:19][C:20]3[CH:21]=[CH:22][C:23]([O:26][C:27]4[CH:32]=[CH:31][N:30]=[C:29]([C:33]([F:35])([F:36])[F:34])[CH:28]=4)=[CH:24][CH:25]=3)[CH:13]=2)=[CH:6][CH:5]=1. The catalyst class is: 14. (4) Reactant: C(OP([CH2:9][C:10]#[N:11])(OCC)=O)C.[CH2:12]([Li])[CH2:13][CH2:14][CH3:15].[C:17]1(=O)[CH2:21][CH2:20]CC1.Cl.O1CCC[CH2:25]1. Product: [CH3:15][CH:14]1[CH2:25][C:21]([CH3:20])([CH3:17])[CH2:12][C:13]1=[CH:9][C:10]#[N:11]. The catalyst class is: 81. (5) Reactant: [NH2:1][C:2]1[CH:11]=[CH:10][C:9]([F:12])=[CH:8][C:3]=1[C:4]([NH:6][CH3:7])=[O:5].[Cl:13][C:14]1[CH:19]=[C:18](I)[C:17]([Cl:21])=[CH:16][N:15]=1.[O-]P([O-])([O-])=O.[K+].[K+].[K+].C1C=CC(P(C2C(OC3C(P(C4C=CC=CC=4)C4C=CC=CC=4)=CC=CC=3)=CC=CC=2)C2C=CC=CC=2)=CC=1. Product: [Cl:13][C:14]1[CH:19]=[C:18]([NH:1][C:2]2[CH:11]=[CH:10][C:9]([F:12])=[CH:8][C:3]=2[C:4]([NH:6][CH3:7])=[O:5])[C:17]([Cl:21])=[CH:16][N:15]=1. The catalyst class is: 231. (6) The catalyst class is: 2. Reactant: [C:1]([O:5][C:6]([NH:8][C:9]1[CH:14]=[C:13]([C:15](OC)=[O:16])[N:12]=[C:11]([C:19]([O:21][CH3:22])=[O:20])[CH:10]=1)=[O:7])([CH3:4])([CH3:3])[CH3:2].CO.[BH4-].[Na+]. Product: [C:1]([O:5][C:6]([NH:8][C:9]1[CH:14]=[C:13]([CH2:15][OH:16])[N:12]=[C:11]([C:19]([O:21][CH3:22])=[O:20])[CH:10]=1)=[O:7])([CH3:4])([CH3:3])[CH3:2]. (7) Reactant: [CH3:1][N:2]1[C:6]([C:7]([OH:9])=O)=[CH:5][C:4]([C:10]([F:13])([F:12])[F:11])=[N:3]1.O1CCCC1.C(Cl)(=O)C(Cl)=O.[NH2:25][C:26]1[CH:27]=[C:28]([CH:45]=[CH:46][C:47]=1[F:48])[O:29][C:30]1[CH:31]=[CH:32][C:33]2[N:34]([CH:36]=[C:37]([NH:39][C:40]([CH:42]3[CH2:44][CH2:43]3)=[O:41])[N:38]=2)[N:35]=1. Product: [CH:42]1([C:40]([NH:39][C:37]2[N:38]=[C:33]3[CH:32]=[CH:31][C:30]([O:29][C:28]4[CH:45]=[CH:46][C:47]([F:48])=[C:26]([NH:25][C:7]([C:6]5[N:2]([CH3:1])[N:3]=[C:4]([C:10]([F:13])([F:12])[F:11])[CH:5]=5)=[O:9])[CH:27]=4)=[N:35][N:34]3[CH:36]=2)=[O:41])[CH2:43][CH2:44]1. The catalyst class is: 402.